The task is: Predict which catalyst facilitates the given reaction.. This data is from Catalyst prediction with 721,799 reactions and 888 catalyst types from USPTO. (1) Reactant: [F:1][C:2]([F:30])([F:29])[CH2:3][C:4]1[C:5]([CH2:20][NH:21]C(=O)OC(C)(C)C)=[CH:6][C:7]([C:10]2[CH:11]=[N:12][C:13]([C:16]([F:19])([F:18])[F:17])=[N:14][CH:15]=2)=[N:8][CH:9]=1.[ClH:31]. Product: [ClH:31].[F:30][C:2]([F:1])([F:29])[CH2:3][C:4]1[C:5]([CH2:20][NH2:21])=[CH:6][C:7]([C:10]2[CH:15]=[N:14][C:13]([C:16]([F:18])([F:19])[F:17])=[N:12][CH:11]=2)=[N:8][CH:9]=1. The catalyst class is: 12. (2) The catalyst class is: 12. Product: [NH2:22][CH2:5][CH:6]1[CH2:11][CH2:10][N:9]([C:12]([O:14][CH2:15][C:16]2[CH:17]=[CH:18][CH:19]=[CH:20][CH:21]=2)=[O:13])[CH2:8][CH2:7]1. Reactant: FC(F)(F)C([CH:5]([NH2:22])[CH:6]1[CH2:11][CH2:10][N:9]([C:12]([O:14][CH2:15][C:16]2[CH:21]=[CH:20][CH:19]=[CH:18][CH:17]=2)=[O:13])[CH2:8][CH2:7]1)=O.[OH-].[Na+].